Regression. Given a peptide amino acid sequence and an MHC pseudo amino acid sequence, predict their binding affinity value. This is MHC class I binding data. From a dataset of Peptide-MHC class I binding affinity with 185,985 pairs from IEDB/IMGT. (1) The peptide sequence is IYTEGLMHN. The MHC is HLA-A24:02 with pseudo-sequence HLA-A24:02. The binding affinity (normalized) is 0.224. (2) The peptide sequence is GLVECNNHY. The MHC is HLA-B46:01 with pseudo-sequence HLA-B46:01. The binding affinity (normalized) is 0.0847. (3) The peptide sequence is LLTEVETYV. The MHC is HLA-A02:12 with pseudo-sequence HLA-A02:12. The binding affinity (normalized) is 1.00. (4) The MHC is Mamu-A02 with pseudo-sequence Mamu-A02. The peptide sequence is NGPVTSTV. The binding affinity (normalized) is 0.